This data is from Reaction yield outcomes from USPTO patents with 853,638 reactions. The task is: Predict the reaction yield, written as a fraction of the theoretical maximum amount of product (1.0 means a 100% yield; for example, 0.34 means a 34% yield). (1) No catalyst specified. The reactants are [OH:1][C:2]1[CH:7]=[CH:6][C:5]([CH2:8][C:9]([N:11]([CH3:13])[CH3:12])=[O:10])=[CH:4][CH:3]=1.CC1C=CC(S(O[CH2:25][CH2:26][CH2:27][NH:28][C:29]2[C:30](=[O:46])[N:31]([C:42]([CH3:45])([CH3:44])[CH3:43])[S:32](=[O:41])(=[O:40])[C:33]=2[C:34]2[CH:39]=[CH:38][CH:37]=[CH:36][CH:35]=2)(=O)=O)=CC=1. The yield is 0.590. The product is [C:42]([N:31]1[C:30](=[O:46])[C:29]([NH:28][CH2:27][CH2:26][CH2:25][O:1][C:2]2[CH:3]=[CH:4][C:5]([CH2:8][C:9]([N:11]([CH3:12])[CH3:13])=[O:10])=[CH:6][CH:7]=2)=[C:33]([C:34]2[CH:35]=[CH:36][CH:37]=[CH:38][CH:39]=2)[S:32]1(=[O:40])=[O:41])([CH3:43])([CH3:44])[CH3:45]. (2) The reactants are [F:1][C:2]1[CH:3]=[C:4]([CH:8]2[CH2:12][CH2:11][CH2:10][N:9]2[C:13]2[CH:18]=[CH:17][N:16]3[N:19]=[CH:20][C:21](/[CH:22]=[CH:23]/[C:24]([OH:26])=O)=[C:15]3[N:14]=2)[CH:5]=[N:6][CH:7]=1.[CH:27]1([NH2:30])[CH2:29][CH2:28]1.CCN(C(C)C)C(C)C.CN(C(ON1N=NC2C=CC=NC1=2)=[N+](C)C)C.F[P-](F)(F)(F)(F)F. The catalyst is CN(C=O)C.CCOC(C)=O. The product is [CH:27]1([NH:30][C:24](=[O:26])/[CH:23]=[CH:22]/[C:21]2[CH:20]=[N:19][N:16]3[CH:17]=[CH:18][C:13]([N:9]4[CH2:10][CH2:11][CH2:12][CH:8]4[C:4]4[CH:5]=[N:6][CH:7]=[C:2]([F:1])[CH:3]=4)=[N:14][C:15]=23)[CH2:29][CH2:28]1. The yield is 0.380. (3) The reactants are [ClH:1].[NH2:2][C:3](=[O:33])[C@@H:4]([NH:11][C:12](=[O:32])[CH2:13][C:14]([NH:16][C:17]1[CH:22]=[CH:21][C:20]([O:23][C:24]2[CH:29]=[CH:28][N:27]=[C:26]([NH2:30])[CH:25]=2)=[C:19]([F:31])[CH:18]=1)=[O:15])[C:5]1[CH:10]=[CH:9][CH:8]=[CH:7][CH:6]=1.Cl.N[C@H](C1C=CC=CC=1)C(N)=O. No catalyst specified. The product is [ClH:1].[NH2:2][C:3](=[O:33])[C@H:4]([NH:11][C:12](=[O:32])[CH2:13][C:14]([NH:16][C:17]1[CH:22]=[CH:21][C:20]([O:23][C:24]2[CH:29]=[CH:28][N:27]=[C:26]([NH2:30])[CH:25]=2)=[C:19]([F:31])[CH:18]=1)=[O:15])[C:5]1[CH:6]=[CH:7][CH:8]=[CH:9][CH:10]=1. The yield is 0.300. (4) The reactants are [C:1]([N:8]1[CH2:13][CH2:12][NH:11][CH2:10][CH2:9]1)([O:3][C:4]([CH3:7])([CH3:6])[CH3:5])=[O:2].[Na+].[I-].C([O-])([O-])=O.[K+].[K+].[C:22]([C:24]1[CH:29]=[C:28]([CH2:30][CH2:31]OS(C2C=CC=CC=2)(=O)=O)[CH:27]=[CH:26][N:25]=1)#[N:23].C(C1C=C(CCCl)C=CN=1)#N. The catalyst is CN(C=O)C.O.C(OCC)(=O)C. The product is [C:1]([N:8]1[CH2:9][CH2:10][N:11]([CH2:31][CH2:30][C:28]2[CH:27]=[CH:26][N:25]=[C:24]([C:22]#[N:23])[CH:29]=2)[CH2:12][CH2:13]1)([O:3][C:4]([CH3:7])([CH3:6])[CH3:5])=[O:2]. The yield is 0.700.